From a dataset of Peptide-MHC class II binding affinity with 134,281 pairs from IEDB. Regression. Given a peptide amino acid sequence and an MHC pseudo amino acid sequence, predict their binding affinity value. This is MHC class II binding data. (1) The peptide sequence is GFTRRFKFLLNISYL. The MHC is DRB1_0301 with pseudo-sequence DRB1_0301. The binding affinity (normalized) is 0.0502. (2) The peptide sequence is TLYGPQLSQKIVQIN. The MHC is DRB4_0101 with pseudo-sequence DRB4_0103. The binding affinity (normalized) is 0.186. (3) The peptide sequence is ALHIIAGTPEVHAVK. The MHC is HLA-DQA10501-DQB10301 with pseudo-sequence HLA-DQA10501-DQB10301. The binding affinity (normalized) is 0.837. (4) The peptide sequence is ALIAAFSIRPGLLIG. The MHC is DRB1_0404 with pseudo-sequence DRB1_0404. The binding affinity (normalized) is 0.872. (5) The peptide sequence is KKGGEAMDTISVFLH. The MHC is HLA-DQA10601-DQB10402 with pseudo-sequence HLA-DQA10601-DQB10402. The binding affinity (normalized) is 0.269. (6) The peptide sequence is ENVIDVKLVDANGKL. The MHC is HLA-DPA10103-DPB10201 with pseudo-sequence HLA-DPA10103-DPB10201. The binding affinity (normalized) is 0.174. (7) The binding affinity (normalized) is 0.531. The MHC is DRB1_0101 with pseudo-sequence DRB1_0101. The peptide sequence is HDSEFCDMLRLFDFN.